From a dataset of CYP1A2 inhibition data for predicting drug metabolism from PubChem BioAssay. Regression/Classification. Given a drug SMILES string, predict its absorption, distribution, metabolism, or excretion properties. Task type varies by dataset: regression for continuous measurements (e.g., permeability, clearance, half-life) or binary classification for categorical outcomes (e.g., BBB penetration, CYP inhibition). Dataset: cyp1a2_veith. (1) The drug is Cc1ccc(-c2csc(C(C#N)=C3CCCC3)n2)cc1. The result is 1 (inhibitor). (2) The compound is CN(C)Cc1ccccc1-c1ccc2ncnc(N(C)C)c2c1. The result is 1 (inhibitor). (3) The molecule is COc1ccc(-c2nc3cnc(N4CCOCC4)nc3n(C3CC3)c2=O)cc1. The result is 1 (inhibitor). (4) The molecule is CNC[C@H](O)c1ccc(O)c(OC)c1. The result is 0 (non-inhibitor). (5) The molecule is CCC(C)NS(=O)(=O)c1ccc(NC(=O)CCC2CCCCC2)cc1. The result is 0 (non-inhibitor). (6) The molecule is Cc1nc2cnc(Oc3ccccc3)nc2n(-c2ccccc2)c1=O. The result is 1 (inhibitor). (7) The molecule is O=C(Nc1nc2c(s1)CN(Cc1ccccc1)CC2)c1cccc(S(=O)(=O)N2CCc3ccccc32)c1. The result is 0 (non-inhibitor).